This data is from Reaction yield outcomes from USPTO patents with 853,638 reactions. The task is: Predict the reaction yield, written as a fraction of the theoretical maximum amount of product (1.0 means a 100% yield; for example, 0.34 means a 34% yield). The reactants are C([O:3][C:4](=O)[CH2:5][N:6]([CH2:17][C:18]1[C:19]([NH2:25])=[N:20][CH:21]=[C:22]([Br:24])[CH:23]=1)[CH2:7][CH2:8][CH2:9][N:10]1[CH2:15][CH2:14][N:13]([CH3:16])[CH2:12][CH2:11]1)C.[H-].[Na+]. The catalyst is CS(C)=O.O. The product is [Br:24][C:22]1[CH:21]=[N:20][C:19]2[NH:25][C:4](=[O:3])[CH2:5][N:6]([CH2:7][CH2:8][CH2:9][N:10]3[CH2:15][CH2:14][N:13]([CH3:16])[CH2:12][CH2:11]3)[CH2:17][C:18]=2[CH:23]=1. The yield is 0.510.